This data is from Reaction yield outcomes from USPTO patents with 853,638 reactions. The task is: Predict the reaction yield, written as a fraction of the theoretical maximum amount of product (1.0 means a 100% yield; for example, 0.34 means a 34% yield). (1) The reactants are [Br:1][C:2]1[CH:7]=[C:6]([N:8]2[CH2:13][CH2:12][O:11][CH2:10][CH2:9]2)[CH:5]=[C:4]([C:14]([F:17])([F:16])[F:15])[C:3]=1[NH2:18].[F:19][C:20]1[CH:25]=[CH:24][C:23]([CH2:26][C:27](Cl)=[O:28])=[CH:22][CH:21]=1.O. The catalyst is C(#N)C. The product is [Br:1][C:2]1[CH:7]=[C:6]([N:8]2[CH2:13][CH2:12][O:11][CH2:10][CH2:9]2)[CH:5]=[C:4]([C:14]([F:15])([F:16])[F:17])[C:3]=1[NH:18][C:27](=[O:28])[CH2:26][C:23]1[CH:24]=[CH:25][C:20]([F:19])=[CH:21][CH:22]=1. The yield is 0.0900. (2) The reactants are [N+:1]([C:4]1[CH:5]=[C:6]([CH2:10][C:11](OC)=[O:12])[CH:7]=[CH:8][CH:9]=1)([O-:3])=[O:2].CO.O. The catalyst is C1COCC1. The product is [N+:1]([C:4]1[CH:5]=[C:6]([CH2:10][CH2:11][OH:12])[CH:7]=[CH:8][CH:9]=1)([O-:3])=[O:2]. The yield is 0.900.